The task is: Regression. Given a peptide amino acid sequence and an MHC pseudo amino acid sequence, predict their binding affinity value. This is MHC class I binding data.. This data is from Peptide-MHC class I binding affinity with 185,985 pairs from IEDB/IMGT. (1) The peptide sequence is TLLGLILFV. The MHC is HLA-B51:01 with pseudo-sequence HLA-B51:01. The binding affinity (normalized) is 0.0728. (2) The peptide sequence is EEFTMVGRR. The MHC is HLA-A24:02 with pseudo-sequence HLA-A24:02. The binding affinity (normalized) is 0.0847. (3) The peptide sequence is AVFIHNFKR. The MHC is HLA-A68:01 with pseudo-sequence HLA-A68:01. The binding affinity (normalized) is 0.867. (4) The peptide sequence is ETFGFEIQSY. The MHC is Patr-A0101 with pseudo-sequence Patr-A0101. The binding affinity (normalized) is 0.